This data is from Reaction yield outcomes from USPTO patents with 853,638 reactions. The task is: Predict the reaction yield, written as a fraction of the theoretical maximum amount of product (1.0 means a 100% yield; for example, 0.34 means a 34% yield). (1) The reactants are [F:1][C:2]1[CH:9]=[CH:8][C:5]([CH:6]=O)=[CH:4][CH:3]=1.[O:10]=[C:11]([CH3:17])[CH2:12][C:13]([O:15][CH3:16])=[O:14].N1CCCCC1. The catalyst is C1C=CC=CC=1. The product is [C:11](/[C:12](=[CH:6]/[C:5]1[CH:8]=[CH:9][C:2]([F:1])=[CH:3][CH:4]=1)/[C:13]([O:15][CH3:16])=[O:14])(=[O:10])[CH3:17]. The yield is 0.990. (2) The catalyst is CN(C=O)C.C1C=CC([PH+]([C]2[CH][CH][CH][CH]2)C2C=CC=CC=2)=CC=1.C1C=CC([PH+]([C]2[CH][CH][CH][CH]2)C2C=CC=CC=2)=CC=1.C(Cl)Cl.Cl[Pd]Cl.[Fe]. The product is [CH3:16][Si:15]([CH3:18])([CH3:17])[CH2:14][CH2:13][O:12][CH2:11][N:8]1[C:5]2=[N:6][CH:7]=[CH:2][CH:3]=[C:4]2[CH:10]=[CH:9]1. The yield is 0.880. The reactants are Br[C:2]1[CH:3]=[C:4]2[CH:10]=[CH:9][N:8]([CH2:11][O:12][CH2:13][CH2:14][Si:15]([CH3:18])([CH3:17])[CH3:16])[C:5]2=[N:6][CH:7]=1.B1(B2OC(C)(C)C(C)(C)O2)OC(C)(C)C(C)(C)O1.C([O-])(=O)C.[Na+]. (3) The reactants are [Cl:1][C:2]1[C:3]2[N:4]([C:8]([CH:19]([OH:22])[C:20]#[CH:21])=[C:9]([C:11]3[CH:16]=[CH:15][CH:14]=[C:13]([O:17][CH3:18])[CH:12]=3)[N:10]=2)[CH:5]=[CH:6][CH:7]=1. The catalyst is ClCCl.[O-2].[O-2].[Mn+4]. The product is [Cl:1][C:2]1[C:3]2[N:4]([C:8]([C:19](=[O:22])[C:20]#[CH:21])=[C:9]([C:11]3[CH:16]=[CH:15][CH:14]=[C:13]([O:17][CH3:18])[CH:12]=3)[N:10]=2)[CH:5]=[CH:6][CH:7]=1. The yield is 0.780. (4) The catalyst is CN(C=O)C.C(O)(=O)CC(CC(O)=O)(C(O)=O)O. The reactants are [CH3:1][C:2]1[CH:7]=[CH:6][C:5]([S:8]([N:11]([C@H:16]([C:45]([OH:47])=[O:46])[CH2:17][CH2:18][CH2:19][CH2:20][NH:21][C:22]([C@@H:24]([NH:35][S:36]([C:39]2[CH:44]=[CH:43][CH:42]=[CH:41][CH:40]=2)(=[O:38])=[O:37])[CH2:25][C:26]2[C:34]3[C:29](=[CH:30][CH:31]=[CH:32][CH:33]=3)[NH:28][CH:27]=2)=[O:23])[CH2:12][CH:13]([CH3:15])[CH3:14])(=[O:10])=[O:9])=[CH:4][CH:3]=1.[OH:48][CH2:49][CH:50]([CH2:52]O)[OH:51].C(Cl)CCl. The product is [CH3:1][C:2]1[CH:3]=[CH:4][C:5]([S:8]([N:11]([C@H:16]([C:45]([O:47][CH2:52][CH:50]([OH:51])[CH2:49][OH:48])=[O:46])[CH2:17][CH2:18][CH2:19][CH2:20][NH:21][C:22]([C@@H:24]([NH:35][S:36]([C:39]2[CH:44]=[CH:43][CH:42]=[CH:41][CH:40]=2)(=[O:37])=[O:38])[CH2:25][CH:26]2[C:34]3[C:29](=[CH:30][CH:31]=[CH:32][CH:33]=3)[N:28]=[CH:27]2)=[O:23])[CH2:12][CH:13]([CH3:15])[CH3:14])(=[O:9])=[O:10])=[CH:6][CH:7]=1. The yield is 0.790. (5) The product is [CH2:18]1[CH2:19][N:11]([CH2:10][CH2:9][P:4]([OH:5])([OH:8])=[O:3])[C:12]2=[C:13]([OH:21])[C:14](=[O:20])[C:15]2=[N:16][CH2:17]1. The reactants are C([O:3][P:4]([CH2:9][CH2:10][N:11]1[CH2:19][CH2:18][CH2:17][NH:16][C:15]2[C:14](=[O:20])[C:13](=[O:21])[C:12]1=2)(=[O:8])[O:5]CC)C.[I-].[K+].C[Si](Cl)(C)C.O. The yield is 0.700. The catalyst is C(#N)C. (6) The reactants are Cl.[N+:2]([C:5]1[CH:12]=[CH:11][C:8]([CH2:9][NH2:10])=[CH:7][CH:6]=1)([O-:4])=[O:3].C(N(CC)CC)C.[CH3:20][C:21]1[CH:30]=[C:29]2[C:24]([C:25](Cl)=[N:26][C:27]([Cl:31])=[N:28]2)=[CH:23][CH:22]=1.ClC1N=C(Cl)C2C(=CC=CC=2)N=1.C(Cl)(Cl)Cl. The yield is 0.850. The catalyst is C(Cl)(Cl)Cl.O. The product is [Cl:31][C:27]1[N:26]=[C:25]([NH:10][CH2:9][C:8]2[CH:7]=[CH:6][C:5]([N+:2]([O-:4])=[O:3])=[CH:12][CH:11]=2)[C:24]2[C:29](=[CH:30][C:21]([CH3:20])=[CH:22][CH:23]=2)[N:28]=1.